This data is from Forward reaction prediction with 1.9M reactions from USPTO patents (1976-2016). The task is: Predict the product of the given reaction. Given the reactants FC(F)(F)C(O)=O.[F:8][C:9]1[CH:56]=[N:55][C:12]2[N:13]([C:33]3[CH:34]=[C:35]([C:39]4[CH:44]=[CH:43][C:42]([OH:45])=[CH:41][C:40]=4[CH2:46][N:47]4[CH2:53][CH2:52][C:51](=[O:54])[NH:50][CH2:49][CH2:48]4)[CH:36]=[CH:37][CH:38]=3)[C:14](=[O:32])[N:15]([C@@H:18]3[CH2:23][CH2:22][C@H:21]([NH:24]C(=O)OC(C)(C)C)[CH2:20][CH2:19]3)[C:16](=[O:17])[C:11]=2[CH:10]=1, predict the reaction product. The product is: [NH2:24][C@@H:21]1[CH2:22][CH2:23][C@H:18]([N:15]2[C:16](=[O:17])[C:11]3[CH:10]=[C:9]([F:8])[CH:56]=[N:55][C:12]=3[N:13]([C:33]3[CH:34]=[C:35]([C:39]4[CH:44]=[CH:43][C:42]([OH:45])=[CH:41][C:40]=4[CH2:46][N:47]4[CH2:53][CH2:52][C:51](=[O:54])[NH:50][CH2:49][CH2:48]4)[CH:36]=[CH:37][CH:38]=3)[C:14]2=[O:32])[CH2:19][CH2:20]1.